This data is from Reaction yield outcomes from USPTO patents with 853,638 reactions. The task is: Predict the reaction yield, written as a fraction of the theoretical maximum amount of product (1.0 means a 100% yield; for example, 0.34 means a 34% yield). (1) The reactants are [F:1][C:2]1[CH:3]=[CH:4][C:5]([N+:10]([O-])=O)=[C:6]([O:8][CH3:9])[CH:7]=1. The catalyst is CO.[Pd]. The product is [F:1][C:2]1[CH:3]=[CH:4][C:5]([NH2:10])=[C:6]([O:8][CH3:9])[CH:7]=1. The yield is 0.980. (2) The product is [OH:18][CH2:17][CH2:16][CH2:15][N:1]1[C:10]2[C:5](=[CH:6][CH:7]=[CH:8][CH:9]=2)[CH2:4][CH2:3][C:2]1=[O:11]. The catalyst is CN(C)C=O.O. The yield is 0.880. The reactants are [NH:1]1[C:10]2[C:5](=[CH:6][CH:7]=[CH:8][CH:9]=2)[CH2:4][CH2:3][C:2]1=[O:11].[H-].[Na+].Br[CH2:15][CH2:16][CH2:17][O:18][CH:17]1[CH2:16][CH2:15]CC[O:18]1.